Dataset: Peptide-MHC class I binding affinity with 185,985 pairs from IEDB/IMGT. Task: Regression. Given a peptide amino acid sequence and an MHC pseudo amino acid sequence, predict their binding affinity value. This is MHC class I binding data. (1) The peptide sequence is DEMVCKWLL. The MHC is HLA-A02:01 with pseudo-sequence HLA-A02:01. The binding affinity (normalized) is 0.0847. (2) The peptide sequence is ITFHNQRDF. The MHC is HLA-B58:01 with pseudo-sequence HLA-B58:01. The binding affinity (normalized) is 0.528.